This data is from Catalyst prediction with 721,799 reactions and 888 catalyst types from USPTO. The task is: Predict which catalyst facilitates the given reaction. (1) The catalyst class is: 9. Reactant: [OH:1][C:2]1[CH:3]=[C:4]([CH:7]=[CH:8][C:9]=1[OH:10])[C:5]#[N:6].C(=O)([O-])[O-].[K+].[K+].[CH2:17](Br)[C:18]1[CH:23]=[CH:22][CH:21]=[CH:20][CH:19]=1. Product: [CH2:17]([O:10][C:9]1[CH:8]=[CH:7][C:4]([C:5]#[N:6])=[CH:3][C:2]=1[OH:1])[C:18]1[CH:23]=[CH:22][CH:21]=[CH:20][CH:19]=1. (2) Reactant: [Cl:1][C:2]1[CH:7]=[C:6]([O:8][CH3:9])[N:5]=[C:4]([NH2:10])[N:3]=1.[CH3:11][C:12]([O:15][C:16](O[C:16]([O:15][C:12]([CH3:14])([CH3:13])[CH3:11])=[O:17])=[O:17])([CH3:14])[CH3:13]. Product: [Cl:1][C:2]1[CH:7]=[C:6]([O:8][CH3:9])[N:5]=[C:4]([N:10]([C:16]([O:15][C:12]([CH3:14])([CH3:13])[CH3:11])=[O:17])[C:16]([O:15][C:12]([CH3:14])([CH3:13])[CH3:11])=[O:17])[N:3]=1. The catalyst class is: 142.